This data is from Forward reaction prediction with 1.9M reactions from USPTO patents (1976-2016). The task is: Predict the product of the given reaction. (1) The product is: [OH:31][C:28]1([C:5]2[CH:6]=[C:7]([CH:13]=[CH:14][CH:15]=2)[C:8]([O:10][CH2:11][CH3:12])=[O:9])[CH2:29][CH2:30][C:25]2([O:21][CH2:22][CH2:23][O:24]2)[CH2:26][CH2:27]1. Given the reactants C(=O)=O.I[C:5]1[CH:6]=[C:7]([CH:13]=[CH:14][CH:15]=1)[C:8]([O:10][CH2:11][CH3:12])=[O:9].CC([Mg]Cl)C.[O:21]1[C:25]2([CH2:30][CH2:29][C:28](=[O:31])[CH2:27][CH2:26]2)[O:24][CH2:23][CH2:22]1, predict the reaction product. (2) Given the reactants [C:1]([O:5][C:6]([N:8]1[CH2:13][CH2:12]C(CCO)[CH2:10][CH2:9]1)=[O:7])([CH3:4])([CH3:3])[CH3:2].CS(Cl)(=O)=O.S([O-])(=O)(=[O:24])C.[CH2:27]1[CH2:37][CH2:36][N:35]2[C:30](=[N:31][CH2:32][CH2:33][CH2:34]2)[CH2:29][CH2:28]1.[CH2:38]([N:40](CC)CC)[CH3:39], predict the reaction product. The product is: [C:1]([O:5][C:6]([N:8]1[CH2:9][CH2:10][CH:27]([CH2:37][CH2:36][N:35]2[C:30]3[N:40]4[C:38](=[N:31][CH:32]=[C:33]4[C:34]2=[O:24])[CH:39]=[CH:28][CH:29]=3)[CH2:12][CH2:13]1)=[O:7])([CH3:2])([CH3:3])[CH3:4]. (3) Given the reactants [F:1][C:2]1[CH:7]=[CH:6][C:5]([CH:8]2[CH:13]([C:14]([O:16]C)=O)[CH:12]([C:18]([O:20]C)=O)[CH2:11][C:10](=O)[NH:9]2)=[CH:4][CH:3]=1.[Li+].[BH4-].C(N([CH2:30][CH3:31])CC)C.[CH3:32][C:33]([O:36][C:37](O[C:37]([O:36][C:33](C)(C)[CH3:32])=[O:38])=[O:38])(C)C, predict the reaction product. The product is: [F:1][C:2]1[CH:3]=[CH:4][C:5]([CH:8]2[CH:13]([CH2:14][OH:16])[CH:12]([CH2:18][OH:20])[CH2:11][CH2:10][N:9]2[C:37]([O:36][CH2:33][CH2:32][CH2:30][CH3:31])=[O:38])=[CH:6][CH:7]=1. (4) Given the reactants Br[C:2]1[CH:10]=[CH:9][C:8]2[NH:7][C:6]3[CH:11]([C:14]([O:16][CH2:17][CH3:18])=[O:15])[CH2:12][CH2:13][C:5]=3[C:4]=2[CH:3]=1.[C:19]([Cu])#[N:20], predict the reaction product. The product is: [C:19]([C:2]1[CH:10]=[CH:9][C:8]2[NH:7][C:6]3[CH:11]([C:14]([O:16][CH2:17][CH3:18])=[O:15])[CH2:12][CH2:13][C:5]=3[C:4]=2[CH:3]=1)#[N:20]. (5) Given the reactants O=C1CCC(=O)N1O[C:9]([C:11]1[O:15][C:14]([C:16]2[CH:21]=[CH:20][CH:19]=[CH:18][CH:17]=2)=[N:13][C:12]=1[CH3:22])=[O:10].[N:23]1([C:29]2[N:34]=[CH:33][C:32]([NH2:35])=[CH:31][CH:30]=2)[CH2:28][CH2:27][O:26][CH2:25][CH2:24]1, predict the reaction product. The product is: [N:23]1([C:29]2[N:34]=[CH:33][C:32]([NH:35][C:9]([C:11]3[O:15][C:14]([C:16]4[CH:17]=[CH:18][CH:19]=[CH:20][CH:21]=4)=[N:13][C:12]=3[CH3:22])=[O:10])=[CH:31][CH:30]=2)[CH2:28][CH2:27][O:26][CH2:25][CH2:24]1. (6) Given the reactants CCCC[N+](CCCC)(CCCC)CCCC.[F-].C([Si](C)(C)[O:24][C:25]1[CH:26]=[C:27]([C:31]2([OH:38])[CH2:36][CH2:35][C:34](=[O:37])[CH2:33][CH2:32]2)[CH:28]=[CH:29][CH:30]=1)(C)(C)C, predict the reaction product. The product is: [OH:38][C:31]1([C:27]2[CH:28]=[CH:29][CH:30]=[C:25]([OH:24])[CH:26]=2)[CH2:32][CH2:33][C:34](=[O:37])[CH2:35][CH2:36]1. (7) Given the reactants C(=O)([O-])[O-].[K+].[K+].C([O:10][CH2:11][CH2:12][CH2:13][NH:14][C:15]1[C:20]([CH3:21])=[C:19]([CH3:22])[N:18]2[N:23]=[N:24][N:25]=[C:17]2[C:16]=1[NH:26][C:27](=O)[CH2:28][O:29][CH2:30][CH3:31])(=O)C, predict the reaction product. The product is: [CH2:30]([O:29][CH2:28][C:27]1[N:14]([CH2:13][CH2:12][CH2:11][OH:10])[C:15]2[C:20]([CH3:21])=[C:19]([CH3:22])[N:18]3[N:23]=[N:24][N:25]=[C:17]3[C:16]=2[N:26]=1)[CH3:31].